From a dataset of Full USPTO retrosynthesis dataset with 1.9M reactions from patents (1976-2016). Predict the reactants needed to synthesize the given product. (1) Given the product [Cl:31][C:21]1[CH:22]=[C:23]([S:27]([NH:2][C:3]2[CH:8]=[CH:7][C:6]([N:9]3[CH2:14][CH2:13][CH:12]([NH:54][CH2:53][C@H:40]([OH:39])[CH2:41][O:42][C:43]4[C:51]5[NH:50][C:49](=[O:52])[NH:48][C:47]=5[CH:46]=[CH:45][CH:44]=4)[CH2:11][CH2:10]3)=[CH:5][CH:4]=2)(=[O:29])=[O:28])[CH:24]=[C:25]([Cl:26])[C:20]=1[O:19][C:18]1[CH:32]=[CH:33][C:34]([N+:36]([O-:38])=[O:37])=[CH:35][C:17]=1[Cl:16], predict the reactants needed to synthesize it. The reactants are: Cl.[NH2:2][C:3]1[CH:8]=[CH:7][C:6]([N:9]2[CH2:14][CH2:13][C:12](=O)[CH2:11][CH2:10]2)=[CH:5][CH:4]=1.[Cl:16][C:17]1[CH:35]=[C:34]([N+:36]([O-:38])=[O:37])[CH:33]=[CH:32][C:18]=1[O:19][C:20]1[C:25]([Cl:26])=[CH:24][C:23]([S:27](Cl)(=[O:29])=[O:28])=[CH:22][C:21]=1[Cl:31].[OH:39][C@@H:40]([CH2:53][NH2:54])[CH2:41][O:42][C:43]1[C:51]2[NH:50][C:49](=[O:52])[NH:48][C:47]=2[CH:46]=[CH:45][CH:44]=1. (2) The reactants are: [C:1]([O:5][C:6]([N:8]([CH:13]([CH3:15])[CH3:14])[CH2:9][C:10]([OH:12])=O)=[O:7])([CH3:4])([CH3:3])[CH3:2].FC1C=CC(S(N(C)CC([NH:30][CH2:31][C:32]2[CH:37]=[C:36]([C:38]3[CH:43]=[CH:42][C:41]([C:44]([F:47])([F:46])[F:45])=[CH:40][CH:39]=3)[N:35]=[CH:34][N:33]=2)=O)(=O)=O)=CC=1.O.ON1C2C=CC=CC=2N=N1.C(N(CC)C(C)C)(C)C.CN(C(ON1N=NC2C=CC=CC1=2)=[N+](C)C)C.F[P-](F)(F)(F)(F)F. Given the product [C:1]([O:5][C:6](=[O:7])[N:8]([CH:13]([CH3:15])[CH3:14])[CH2:9][C:10](=[O:12])[NH:30][CH2:31][C:32]1[CH:37]=[C:36]([C:38]2[CH:39]=[CH:40][C:41]([C:44]([F:47])([F:46])[F:45])=[CH:42][CH:43]=2)[N:35]=[CH:34][N:33]=1)([CH3:2])([CH3:3])[CH3:4], predict the reactants needed to synthesize it. (3) Given the product [Br:1][C:2]1[C:10]([OH:11])=[CH:9][CH:8]=[CH:7][C:3]=1[C:4]([NH:26][CH2:25][C:17]1[C:18]([O:23][CH3:24])=[N:19][C:20]([CH3:22])=[CH:21][C:16]=1[CH2:12][CH2:13][CH:14]=[CH2:15])=[O:6], predict the reactants needed to synthesize it. The reactants are: [Br:1][C:2]1[C:10]([OH:11])=[CH:9][CH:8]=[CH:7][C:3]=1[C:4]([OH:6])=O.[CH2:12]([C:16]1[CH:21]=[C:20]([CH3:22])[N:19]=[C:18]([O:23][CH3:24])[C:17]=1[CH2:25][NH2:26])[CH2:13][CH:14]=[CH2:15].C1C=NC2N(O)N=NC=2C=1.C(Cl)CCl.CN1CCOCC1. (4) Given the product [Br:11][C:12]1[CH:13]=[CH:14][C:15]2[CH:19]=[C:18]([CH:20]=[O:21])[S:17][C:16]=2[CH:22]=1, predict the reactants needed to synthesize it. The reactants are: C(Cl)(=O)C(Cl)=O.CS(C)=O.[Br:11][C:12]1[CH:13]=[CH:14][C:15]2[CH:19]=[C:18]([CH2:20][OH:21])[S:17][C:16]=2[CH:22]=1.C(N(CC)CC)C.